Dataset: Reaction yield outcomes from USPTO patents with 853,638 reactions. Task: Predict the reaction yield, written as a fraction of the theoretical maximum amount of product (1.0 means a 100% yield; for example, 0.34 means a 34% yield). (1) The reactants are [CH3:1][O:2][C:3](=[O:22])[C:4]1[CH:9]=[C:8]([C:10](=[O:13])[CH2:11][CH3:12])[C:7]([C:14]([F:17])([F:16])[F:15])=[CH:6][C:5]=1[NH:18]C(=O)C.S(=O)(=O)(O)O. The product is [CH3:1][O:2][C:3](=[O:22])[C:4]1[CH:9]=[C:8]([C:10](=[O:13])[CH2:11][CH3:12])[C:7]([C:14]([F:16])([F:15])[F:17])=[CH:6][C:5]=1[NH2:18]. The catalyst is CO.O.CCOC(C)=O. The yield is 0.820. (2) The yield is 0.890. The catalyst is CN(C=O)C. The reactants are [Cl:1][C:2]1[CH:3]=[C:4]([NH:21][CH2:22][C:23]2[CH:28]=[CH:27][C:26]([O:29][CH3:30])=[CH:25][CH:24]=2)[C:5]2[N:6]([C:8]([C:11]([NH:13][C:14]3[CH:19]=[CH:18][N:17]=[CH:16][C:15]=3[F:20])=[O:12])=[CH:9][N:10]=2)[N:7]=1.[H-].[Na+].[C:33](Cl)(=[O:35])[CH3:34]. The product is [Cl:1][C:2]1[CH:3]=[C:4]([N:21]([CH2:22][C:23]2[CH:28]=[CH:27][C:26]([O:29][CH3:30])=[CH:25][CH:24]=2)[C:33](=[O:35])[CH3:34])[C:5]2[N:6]([C:8]([C:11]([NH:13][C:14]3[CH:19]=[CH:18][N:17]=[CH:16][C:15]=3[F:20])=[O:12])=[CH:9][N:10]=2)[N:7]=1. (3) The reactants are [CH3:1][O:2][C:3]1[CH:4]=[C:5]2[C:9](=[CH:10][C:11]=1[NH:12][S:13]([CH3:16])(=[O:15])=[O:14])[C:8](=[O:17])[N:7]([CH2:18][C:19]([O:21]C)=[O:20])[C:6]2=[O:23].Cl. The catalyst is O1CCOCC1. The product is [CH3:1][O:2][C:3]1[CH:4]=[C:5]2[C:9](=[CH:10][C:11]=1[NH:12][S:13]([CH3:16])(=[O:15])=[O:14])[C:8](=[O:17])[N:7]([CH2:18][C:19]([OH:21])=[O:20])[C:6]2=[O:23]. The yield is 0.950. (4) The reactants are [Cl:1][C:2]1[CH:7]=[CH:6][C:5]([CH:8]2[CH2:12][N:11]([C:13]([CH:15]3[CH2:20][CH2:19][N:18]([CH2:21][CH2:22][CH2:23]SC)[CH2:17][CH2:16]3)=[O:14])[CH2:10][CH:9]2[N:26]([CH3:41])[C:27](=[O:40])[C:28]2[CH:33]=[CH:32][C:31]([O:34][CH3:35])=[C:30]([C:36]([F:39])([F:38])[F:37])[CH:29]=2)=[CH:4][CH:3]=1.Cl[C:43]1C=CC=C(C(OO)=O)C=1.[S:53](=[O:57])(=O)(O)[O-:54].[Na+].C(=O)([O-])[O-].[Na+].[Na+]. The catalyst is ClCCl.O. The product is [Cl:1][C:2]1[CH:3]=[CH:4][C:5]([CH:8]2[CH2:12][N:11]([C:13]([CH:15]3[CH2:16][CH2:17][N:18]([CH2:21][CH2:22][CH2:23][S:53]([CH3:43])(=[O:57])=[O:54])[CH2:19][CH2:20]3)=[O:14])[CH2:10][CH:9]2[N:26]([CH3:41])[C:27](=[O:40])[C:28]2[CH:33]=[CH:32][C:31]([O:34][CH3:35])=[C:30]([C:36]([F:37])([F:39])[F:38])[CH:29]=2)=[CH:6][CH:7]=1. The yield is 0.830. (5) The reactants are [F:1][C:2]1[N:12]=[CH:11][C:5]2[NH:6][C:7](=O)[N:8]=[CH:9][C:4]=2[CH:3]=1.S(Cl)(Cl)=O.[Br:17][C:18]1[CH:19]=[C:20]([CH:22]=[CH:23][C:24]=1[Cl:25])[NH2:21]. The catalyst is CN(C=O)C.CC(N(C)C)=O. The product is [Br:17][C:18]1[CH:19]=[C:20]([NH:21][C:9]2[C:4]3[CH:3]=[C:2]([F:1])[N:12]=[CH:11][C:5]=3[N:6]=[CH:7][N:8]=2)[CH:22]=[CH:23][C:24]=1[Cl:25]. The yield is 0.990. (6) The reactants are [NH2:1][C:2]1[C:6]([Br:7])=[CH:5][NH:4][N:3]=1.[F:8][C:9]([F:26])([F:25])[C:10](=O)[CH2:11][C:12]([C:14]1[CH:19]=[CH:18][C:17]([C:20]([F:23])([F:22])[F:21])=[CH:16][CH:15]=1)=O. The catalyst is C(O)(=O)C.O. The product is [Br:7][C:6]1[CH:5]=[N:4][N:3]2[C:10]([C:9]([F:8])([F:26])[F:25])=[CH:11][C:12]([C:14]3[CH:19]=[CH:18][C:17]([C:20]([F:21])([F:22])[F:23])=[CH:16][CH:15]=3)=[N:1][C:2]=12. The yield is 0.900. (7) The reactants are FC1C=C(N)C=CC=1OC1C=CN=C2C=CSC=12.[F:19][C:20]1[CH:21]=[C:22]([NH:46][C:47]([NH:49][C:50](=[O:58])[CH2:51][C:52]2[CH:57]=[CH:56][CH:55]=[CH:54][CH:53]=2)=[S:48])[CH:23]=[CH:24][C:25]=1[O:26][C:27]1[CH:32]=[CH:31][N:30]=[C:29]2[CH:33]=[C:34](C3C=CC(S(C)(=O)=O)=CC=3)[S:35][C:28]=12. No catalyst specified. The yield is 0.290. The product is [F:19][C:20]1[CH:21]=[C:22]([NH:46][C:47]([NH:49][C:50](=[O:58])[CH2:51][C:52]2[CH:53]=[CH:54][CH:55]=[CH:56][CH:57]=2)=[S:48])[CH:23]=[CH:24][C:25]=1[O:26][C:27]1[CH:32]=[CH:31][N:30]=[C:29]2[CH:33]=[CH:34][S:35][C:28]=12.